From a dataset of Peptide-MHC class II binding affinity with 134,281 pairs from IEDB. Regression. Given a peptide amino acid sequence and an MHC pseudo amino acid sequence, predict their binding affinity value. This is MHC class II binding data. (1) The peptide sequence is KLRFTCLSSTGSSCL. The MHC is HLA-DPA10201-DPB10101 with pseudo-sequence HLA-DPA10201-DPB10101. The binding affinity (normalized) is 0.246. (2) The peptide sequence is IIIDSKDTERQLAAM. The MHC is DRB1_0405 with pseudo-sequence DRB1_0405. The binding affinity (normalized) is 0.600.